Dataset: Reaction yield outcomes from USPTO patents with 853,638 reactions. Task: Predict the reaction yield, written as a fraction of the theoretical maximum amount of product (1.0 means a 100% yield; for example, 0.34 means a 34% yield). (1) The reactants are C([O-])([O-])=O.[K+].[K+].Cl[C:8]1[N:13]=[C:12]([NH:14][CH:15]2[CH2:20][CH2:19][N:18]([C:21]([O:23][C:24]([CH3:27])([CH3:26])[CH3:25])=[O:22])[CH2:17][CH2:16]2)[C:11]([N+:28]([O-:30])=[O:29])=[C:10]([N:31]2[CH2:36][CH2:35][O:34][CH2:33][CH2:32]2)[N:9]=1.[F:37][CH:38]([F:50])[C:39]1[NH:43][C:42]2[CH:44]=[CH:45][CH:46]=[C:47]([O:48][CH3:49])[C:41]=2[N:40]=1. The catalyst is CN(C=O)C.O. The product is [F:50][CH:38]([F:37])[C:39]1[N:43]([C:8]2[N:13]=[C:12]([NH:14][CH:15]3[CH2:16][CH2:17][N:18]([C:21]([O:23][C:24]([CH3:27])([CH3:26])[CH3:25])=[O:22])[CH2:19][CH2:20]3)[C:11]([N+:28]([O-:30])=[O:29])=[C:10]([N:31]3[CH2:32][CH2:33][O:34][CH2:35][CH2:36]3)[N:9]=2)[C:42]2[CH:44]=[CH:45][CH:46]=[C:47]([O:48][CH3:49])[C:41]=2[N:40]=1. The yield is 0.890. (2) The reactants are [CH3:1][O:2][C:3](=[O:15])[C:4]1[C:5](=[C:10](I)[CH:11]=[CH:12][CH:13]=1)[C:6]([O:8][CH3:9])=[O:7].[NH2:16][C:17]1[CH:22]=[CH:21][CH:20]=[CH:19][CH:18]=1.C1C=CC(P(C2C(C3C(P(C4C=CC=CC=4)C4C=CC=CC=4)=CC=C4C=3C=CC=C4)=C3C(C=CC=C3)=CC=2)C2C=CC=CC=2)=CC=1.C(=O)([O-])[O-].[Cs+].[Cs+]. The catalyst is C1(C)C=CC=CC=1.C(Cl)Cl.C1C=CC(/C=C/C(/C=C/C2C=CC=CC=2)=O)=CC=1.C1C=CC(/C=C/C(/C=C/C2C=CC=CC=2)=O)=CC=1.C1C=CC(/C=C/C(/C=C/C2C=CC=CC=2)=O)=CC=1.[Pd].[Pd]. The product is [CH3:1][O:2][C:3](=[O:15])[C:4]1[C:5](=[C:10]([NH:16][C:17]2[CH:22]=[CH:21][CH:20]=[CH:19][CH:18]=2)[CH:11]=[CH:12][CH:13]=1)[C:6]([O:8][CH3:9])=[O:7]. The yield is 0.830. (3) The reactants are [C:1]1([CH2:13][CH2:14][NH2:15])[CH:2]=[N:3][N:4]2[CH:9]=[CH:8][C:7]3[O:10][CH:11]=[CH:12][C:6]=3[C:5]=12.C(N(CC)CC)C.[C:23](O[C:23](=[O:26])[CH2:24][CH3:25])(=[O:26])[CH2:24][CH3:25]. The catalyst is O1CCCC1.C(=O)([O-])O.[Na+]. The product is [C:1]1([CH2:13][CH2:14][NH:15][C:23](=[O:26])[CH2:24][CH3:25])[CH:2]=[N:3][N:4]2[CH:9]=[CH:8][C:7]3[O:10][CH:11]=[CH:12][C:6]=3[C:5]=12. The yield is 0.410. (4) The reactants are [CH3:1][CH:2]([N:4]1[CH2:9][CH2:8][N:7]([C:10]2[CH:15]=[CH:14][C:13]([NH2:16])=[CH:12][CH:11]=2)[CH2:6][CH2:5]1)[CH3:3].[C:17](N1C=CN=C1)(N1C=CN=C1)=[S:18]. The product is [N:16]([C:13]1[CH:14]=[CH:15][C:10]([N:7]2[CH2:8][CH2:9][N:4]([CH:2]([CH3:1])[CH3:3])[CH2:5][CH2:6]2)=[CH:11][CH:12]=1)=[C:17]=[S:18]. The yield is 1.00. The catalyst is CN(C)C=O.